Dataset: Reaction yield outcomes from USPTO patents with 853,638 reactions. Task: Predict the reaction yield, written as a fraction of the theoretical maximum amount of product (1.0 means a 100% yield; for example, 0.34 means a 34% yield). (1) The reactants are [OH:1][C:2]1[CH:3]=[C:4]([CH:7]=[C:8]([N+:11]([O-:13])=[O:12])[C:9]=1[OH:10])[CH:5]=O.[C:14]1([C:20](=O)[CH2:21][C:22]2[CH:27]=[CH:26][CH:25]=[CH:24][CH:23]=2)[CH:19]=[CH:18][CH:17]=[CH:16][CH:15]=1.[NH2:29][C:30]([NH2:32])=[O:31].Cl. The catalyst is C(O)C. The product is [OH:1][C:2]1[CH:3]=[C:4]([CH:5]2[C:21]([C:22]3[CH:27]=[CH:26][CH:25]=[CH:24][CH:23]=3)=[C:20]([C:14]3[CH:19]=[CH:18][CH:17]=[CH:16][CH:15]=3)[NH:32][C:30](=[O:31])[NH:29]2)[CH:7]=[C:8]([N+:11]([O-:13])=[O:12])[C:9]=1[OH:10]. The yield is 0.123. (2) The reactants are [Br:1][C:2]1[CH:3]=[CH:4][C:5]([C:9](=[N:11][NH2:12])[NH2:10])=[N:6][C:7]=1[CH3:8].[CH:13](O)=O. No catalyst specified. The product is [Br:1][C:2]1[C:7]([CH3:8])=[N:6][C:5]([C:9]2[N:10]=[CH:13][NH:12][N:11]=2)=[CH:4][CH:3]=1. The yield is 0.920. (3) The reactants are [Cl:1][C:2]1[CH:3]=[C:4]2[C:10]([C:11]3[N:16]=[C:15]([NH:17][CH:18]4[CH2:21][N:20](S(CC5CCCC5)(=O)=O)[CH2:19]4)[C:14]([F:31])=[CH:13][N:12]=3)=[CH:9][NH:8][C:5]2=[N:6][CH:7]=1.Cl.N1CC(NC2C(F)=CN=C(C3C4C(=NC=C(Cl)C=4)N(S(C4C=CC(C)=CC=4)(=O)=O)C=3)N=2)C1.[N:65]([Si](C)(C)C)=[C:66]=[O:67]. No catalyst specified. The product is [Cl:1][C:2]1[CH:3]=[C:4]2[C:10]([C:11]3[N:16]=[C:15]([NH:17][CH:18]4[CH2:19][N:20]([C:66]([NH2:65])=[O:67])[CH2:21]4)[C:14]([F:31])=[CH:13][N:12]=3)=[CH:9][NH:8][C:5]2=[N:6][CH:7]=1. The yield is 0.790.